From a dataset of Full USPTO retrosynthesis dataset with 1.9M reactions from patents (1976-2016). Predict the reactants needed to synthesize the given product. Given the product [F:4][C:3]([F:6])([F:5])[C:2]([C:7]([F:10])([F:9])[F:8])=[O:1].[OH:31][C:26]([C:20]1[CH:21]=[C:22]([CH:24]=[CH:25][C:19]=1[O:18][C:17]1[CH:16]=[CH:15][C:13]([NH2:14])=[CH:12][C:11]=1[C:2]([C:3]([F:4])([F:5])[F:6])([OH:1])[C:7]([F:8])([F:9])[F:10])[NH2:23])([C:27]([F:30])([F:29])[F:28])[C:32]([F:35])([F:34])[F:33].[O:53]([C:54]1[CH:60]=[CH:59][C:57]([NH2:58])=[CH:56][CH:55]=1)[C:52]1[CH:46]=[CH:47][C:48]([NH2:49])=[CH:50][CH:51]=1, predict the reactants needed to synthesize it. The reactants are: [OH:1][C:2]([C:11]1[CH:12]=[C:13]([CH:15]=[CH:16][C:17]=1[O:18][C:19]1[CH:25]=[CH:24][C:22]([NH2:23])=[CH:21][C:20]=1[C:26]([C:32]([F:35])([F:34])[F:33])([OH:31])[C:27]([F:30])([F:29])[F:28])[NH2:14])([C:7]([F:10])([F:9])[F:8])[C:3]([F:6])([F:5])[F:4].OC([C:46]1[CH:47]=[C:48]([CH:50]=[CH:51][C:52]=1[O:53][C:54]1[CH:60]=[CH:59][C:57]([NH2:58])=[CH:56][CH:55]=1)[NH2:49])(C(F)(F)F)C(F)(F)F.